Predict the reaction yield, written as a fraction of the theoretical maximum amount of product (1.0 means a 100% yield; for example, 0.34 means a 34% yield). From a dataset of Reaction yield outcomes from USPTO patents with 853,638 reactions. (1) The reactants are [CH3:1][O:2][C:3]1[CH:4]=[C:5]2[C:10](=[CH:11][C:12]=1[O:13][CH3:14])[N:9]=[CH:8][CH:7]=[C:6]2[O:15][C:16]1[CH:22]=[CH:21][C:19]([NH2:20])=[CH:18][CH:17]=1.[C:23]1([CH3:29])[CH:28]=[CH:27][CH:26]=[CH:25][CH:24]=1.C(N(CC)CC)C.Cl[C:38](Cl)([O:40][C:41](=O)OC(Cl)(Cl)Cl)Cl.CC1C=CC(C[SH:55])=CC=1. The catalyst is C(Cl)Cl. The product is [CH3:1][O:2][C:3]1[CH:4]=[C:5]2[C:10](=[CH:11][C:12]=1[O:13][CH3:14])[N:9]=[CH:8][CH:7]=[C:6]2[O:15][C:16]1[CH:22]=[CH:21][C:19]([NH:20][C:38](=[S:55])[O:40][CH2:41][C:26]2[CH:27]=[CH:28][C:23]([CH3:29])=[CH:24][CH:25]=2)=[CH:18][CH:17]=1. The yield is 0.650. (2) The reactants are [C:1]([C:4]1[N:9]=[C:8]([C:10]2[CH:15]=[CH:14][C:13]([C:16]3[CH:21]=[CH:20][C:19]([CH2:22][C:23](OC)=[O:24])=[CH:18][C:17]=3[Cl:27])=[CH:12][CH:11]=2)[C:7]([CH3:28])=[N:6][C:5]=1[CH3:29])(=[O:3])[NH2:2].[NH3:30]. No catalyst specified. The product is [NH2:30][C:23](=[O:24])[CH2:22][C:19]1[CH:20]=[CH:21][C:16]([C:13]2[CH:14]=[CH:15][C:10]([C:8]3[N:9]=[C:4]([C:1]([NH2:2])=[O:3])[C:5]([CH3:29])=[N:6][C:7]=3[CH3:28])=[CH:11][CH:12]=2)=[C:17]([Cl:27])[CH:18]=1. The yield is 0.280. (3) The reactants are [F:1][C:2]1[CH:13]=[CH:12][C:5]2[C:6](=O)[O:7]C(=O)[NH:9][C:4]=2[CH:3]=1.[CH3:14][NH2:15]. No catalyst specified. The product is [NH2:9][C:4]1[CH:3]=[C:2]([F:1])[CH:13]=[CH:12][C:5]=1[C:6]([NH:15][CH3:14])=[O:7]. The yield is 0.620. (4) The reactants are OS(C(F)(F)F)(=O)=O.[C:9](=[NH:32])([O:11][CH2:12][CH2:13][C:14]1[CH:19]=[CH:18][C:17]([O:20][C:21]2[CH:26]=[CH:25][C:24]([Cl:27])=[C:23]([C:28]([F:31])([F:30])[F:29])[CH:22]=2)=[CH:16][CH:15]=1)[NH2:10].[CH:33]([CH:35]([CH2:41][C:42]1[CH:47]=[CH:46][CH:45]=[CH:44][CH:43]=1)[C:36](OCC)=O)=[O:34].C([O-])([O-])=O.[K+].[K+]. The catalyst is CC(N(C)C)=O. The product is [Cl:27][C:24]1[CH:25]=[CH:26][C:21]([O:20][C:17]2[CH:16]=[CH:15][C:14]([CH2:13][CH2:12][O:11][C:9]3[NH:10][CH:36]=[C:35]([CH2:41][C:42]4[CH:47]=[CH:46][CH:45]=[CH:44][CH:43]=4)[C:33](=[O:34])[N:32]=3)=[CH:19][CH:18]=2)=[CH:22][C:23]=1[C:28]([F:31])([F:30])[F:29]. The yield is 0.397. (5) The reactants are Br[C:2]1[CH:3]=[C:4]([N+:21]([O-:23])=[O:22])[C:5]2[N:9]=[C:8]([CH3:10])[N:7]([CH2:11][C:12]3[CH:17]=[CH:16][CH:15]=[C:14]([Cl:18])[C:13]=3[Cl:19])[C:6]=2[CH:20]=1.[NH:24]1[CH2:29][CH2:28][O:27][CH2:26][CH2:25]1.C([O-])([O-])=O.[Cs+].[Cs+].CC(C1C=C(C(C)C)C(C2C=CC=CC=2P(C2CCCCC2)C2CCCCC2)=C(C(C)C)C=1)C. The catalyst is O1CCOCC1.C1C=CC(/C=C/C(/C=C/C2C=CC=CC=2)=O)=CC=1.C1C=CC(/C=C/C(/C=C/C2C=CC=CC=2)=O)=CC=1.C1C=CC(/C=C/C(/C=C/C2C=CC=CC=2)=O)=CC=1.[Pd].[Pd]. The product is [Cl:19][C:13]1[C:14]([Cl:18])=[CH:15][CH:16]=[CH:17][C:12]=1[CH2:11][N:7]1[C:6]2[CH:20]=[C:2]([N:24]3[CH2:29][CH2:28][O:27][CH2:26][CH2:25]3)[CH:3]=[C:4]([N+:21]([O-:23])=[O:22])[C:5]=2[N:9]=[C:8]1[CH3:10]. The yield is 0.480. (6) The reactants are [CH:1]1([C:7]2[N:8]3[C:36]4[CH:35]=[C:34]([C:37]([O:39]C)=[O:38])[CH:33]=[CH:32][C:31]=4[CH2:30][CH:9]3[C:10]3[C:22](=O)[CH:21]([CH2:24][CH2:25][N:26]([CH3:28])[CH3:27])[CH2:20][C:19](=O)[C:11]=3[CH2:12][N:13]3[CH:18]=[CH:17][N:16]=[CH:15][C:14]=23)[CH2:6][CH2:5][CH2:4][CH2:3][CH2:2]1.S(C)C.[OH-].[Na+]. The catalyst is C1COCC1. The product is [CH:1]1([C:7]2[N:8]3[C:36]4[CH:35]=[C:34]([C:37]([OH:39])=[O:38])[CH:33]=[CH:32][C:31]=4[CH2:30][CH:9]3[C:10]3[CH2:22][CH:21]([CH2:24][CH2:25][N:26]([CH3:28])[CH3:27])[CH2:20][CH2:19][C:11]=3[CH2:12][N:13]3[CH:18]=[CH:17][N:16]=[CH:15][C:14]=23)[CH2:2][CH2:3][CH2:4][CH2:5][CH2:6]1. The yield is 0.0800. (7) The reactants are [CH3:1][C:2]([NH:6][CH3:7])([CH3:5])[CH2:3][OH:4].[Cl:8][C:9]1[N:14]=[C:13]([Cl:15])[CH:12]=[C:11](Cl)[N:10]=1.C(N(CC)CC)C. The catalyst is C(#N)C. The product is [Cl:8][C:9]1[N:10]=[C:11]([N:6]([CH3:7])[C:2]([CH3:5])([CH3:1])[CH2:3][OH:4])[CH:12]=[C:13]([Cl:15])[N:14]=1. The yield is 0.159.